From a dataset of Catalyst prediction with 721,799 reactions and 888 catalyst types from USPTO. Predict which catalyst facilitates the given reaction. (1) Reactant: [C:1]([CH:9]([NH:11][C:12](=[O:22])[C:13]1[CH:18]=[CH:17][CH:16]=[CH:15][C:14]=1[NH:19][CH:20]=O)[CH3:10])(=[O:8])[C:2]1[CH:7]=[CH:6][CH:5]=[CH:4][CH:3]=1.S(=O)(=O)(O)O. Product: [C:2]1([C:1](=[O:8])[CH:9]([N:11]2[C:12](=[O:22])[C:13]3[C:14](=[CH:15][CH:16]=[CH:17][CH:18]=3)[N:19]=[CH:20]2)[CH3:10])[CH:7]=[CH:6][CH:5]=[CH:4][CH:3]=1. The catalyst class is: 60. (2) Reactant: [F:1][C:2]1[C:9]([F:10])=[CH:8][CH:7]=[C:6]([O:11][CH3:12])[C:3]=1[CH:4]=[O:5].[OH:13]O.Cl. Product: [F:1][C:2]1[C:9]([F:10])=[CH:8][CH:7]=[C:6]([O:11][CH3:12])[C:3]=1[C:4]([OH:13])=[O:5]. The catalyst class is: 500. (3) Reactant: C[O:2][C:3](=[O:46])[C@H:4]([O:39][CH:40]1[CH2:45][CH2:44][CH2:43][CH2:42][O:41]1)[C@@H:5]([NH:13][C:14](=[O:38])[C:15]1[CH:20]=[C:19]([C:21]([NH:23][C@@H:24]([C:26]2[CH:31]=[CH:30][CH:29]=[CH:28][CH:27]=2)[CH3:25])=[O:22])[CH:18]=[C:17]([N:32]([CH3:37])[S:33]([CH3:36])(=[O:35])=[O:34])[CH:16]=1)[CH2:6][C:7]1[CH:12]=[CH:11][CH:10]=[CH:9][CH:8]=1.[OH-].[Na+]. Product: [CH3:37][N:32]([S:33]([CH3:36])(=[O:35])=[O:34])[C:17]1[CH:16]=[C:15]([CH:20]=[C:19]([C:21]([NH:23][C@@H:24]([C:26]2[CH:31]=[CH:30][CH:29]=[CH:28][CH:27]=2)[CH3:25])=[O:22])[CH:18]=1)[C:14]([NH:13][C@@H:5]([CH2:6][C:7]1[CH:12]=[CH:11][CH:10]=[CH:9][CH:8]=1)[C@@H:4]([O:39][CH:40]1[CH2:45][CH2:44][CH2:43][CH2:42][O:41]1)[C:3]([OH:46])=[O:2])=[O:38]. The catalyst class is: 5. (4) Reactant: [C:1]1([N:10]2[CH2:14][CH2:13][C@H:12]([NH:15]C(=O)OC(C)(C)C)[CH2:11]2)[C:2]2[N:3]([CH:7]=[CH:8][CH:9]=2)[CH:4]=[CH:5][N:6]=1.Cl. Product: [C:1]1([N:10]2[CH2:14][CH2:13][C@H:12]([NH2:15])[CH2:11]2)[C:2]2[N:3]([CH:7]=[CH:8][CH:9]=2)[CH:4]=[CH:5][N:6]=1. The catalyst class is: 12.